Binary Classification. Given a drug SMILES string, predict its activity (active/inactive) in a high-throughput screening assay against a specified biological target. From a dataset of Cav3 T-type calcium channel HTS with 100,875 compounds. The compound is S(=O)(=O)(N(CC)CC)c1ccc(NC2=NS(=O)(=O)c3c2cccc3)cc1. The result is 0 (inactive).